This data is from Full USPTO retrosynthesis dataset with 1.9M reactions from patents (1976-2016). The task is: Predict the reactants needed to synthesize the given product. Given the product [Cl:1][C:2]1[C:3]([F:10])=[C:4]([CH:6]=[CH:7][C:8]=1[F:9])[NH:5][C:13]1[C:22]2[C:17](=[CH:18][C:19]([O:37][CH3:38])=[C:20]([O:23][CH:24]3[CH2:25][CH2:26][NH:27][CH2:28][CH2:29]3)[CH:21]=2)[N:16]=[CH:15][N:14]=1, predict the reactants needed to synthesize it. The reactants are: [Cl:1][C:2]1[C:3]([F:10])=[C:4]([CH:6]=[CH:7][C:8]=1[F:9])[NH2:5].Cl.Cl[C:13]1[C:22]2[C:17](=[CH:18][C:19]([O:37][CH3:38])=[C:20]([O:23][CH:24]3[CH2:29][CH2:28][N:27](C(OC(C)(C)C)=O)[CH2:26][CH2:25]3)[CH:21]=2)[N:16]=[CH:15][N:14]=1.